Dataset: Reaction yield outcomes from USPTO patents with 853,638 reactions. Task: Predict the reaction yield, written as a fraction of the theoretical maximum amount of product (1.0 means a 100% yield; for example, 0.34 means a 34% yield). (1) The reactants are [Cl:1][C:2]1[N:7]=[C:6]([OH:8])[CH:5]=[C:4]([Cl:9])[N:3]=1.C([O-])([O-])=O.[K+].[K+].I[CH2:17][CH3:18]. The catalyst is CN(C=O)C.CC(=O)OCC. The product is [Cl:1][C:2]1[N:7]([CH2:17][CH3:18])[C:6](=[O:8])[CH:5]=[C:4]([Cl:9])[N:3]=1. The yield is 0.280. (2) The reactants are Cl[S:2]([C:5]1[CH:6]=[C:7]2[C:11](=[CH:12][CH:13]=1)[NH:10][C:9](=[O:14])[CH2:8]2)(=[O:4])=[O:3].[NH:15]1[C:23]2[C:18](=[CH:19][CH:20]=[CH:21][CH:22]=2)[CH2:17][CH2:16]1.N1C=CC=CC=1. The yield is 1.00. The product is [N:15]1([S:2]([C:5]2[CH:6]=[C:7]3[C:11](=[CH:12][CH:13]=2)[NH:10][C:9](=[O:14])[CH2:8]3)(=[O:4])=[O:3])[C:23]2[C:18](=[CH:19][CH:20]=[CH:21][CH:22]=2)[CH2:17][CH2:16]1. The catalyst is C1COCC1.